This data is from Catalyst prediction with 721,799 reactions and 888 catalyst types from USPTO. The task is: Predict which catalyst facilitates the given reaction. (1) Reactant: [Cl:1][C:2]1[C:3]([C:9]2[C:18](=[O:19])[NH:17][C:12]3=[N:13][CH:14]=[CH:15][N:16]=[C:11]3[C:10]=2[O:20][C:21](=[O:25])[CH:22]([CH3:24])[CH3:23])=[N:4][CH:5]=[C:6]([Cl:8])[CH:7]=1.C(=O)([O-])[O-].[K+].[K+].[CH2:32](I)[CH3:33]. Product: [Cl:1][C:2]1[C:3]([C:9]2[C:18](=[O:19])[N:17]([CH2:32][CH3:33])[C:12]3=[N:13][CH:14]=[CH:15][N:16]=[C:11]3[C:10]=2[O:20][C:21](=[O:25])[CH:22]([CH3:23])[CH3:24])=[N:4][CH:5]=[C:6]([Cl:8])[CH:7]=1. The catalyst class is: 10. (2) Product: [Br:1][C:2]1[CH:3]=[C:4]2[C:9](=[CH:10][CH:11]=1)[O:8][C:7]([C:12]([N:18]([O:19][CH3:20])[CH3:17])=[O:14])=[CH:6][C:5]2=[O:15]. The catalyst class is: 2. Reactant: [Br:1][C:2]1[CH:3]=[C:4]2[C:9](=[CH:10][CH:11]=1)[O:8][C:7]([C:12]([OH:14])=O)=[CH:6][C:5]2=[O:15].Cl.[CH3:17][NH:18][O:19][CH3:20]. (3) Reactant: CC(OI1(OC(C)=O)(OC(C)=O)[O:14][C:12](=O)[C:11]2[CH:10]=[CH:9][CH:8]=[CH:7][C:6]1=2)=O. Product: [CH3:7][C:6]1[O:14][C:12]([C:11]2[CH:6]=[CH:7][CH:8]=[CH:9][CH:10]=2)=[CH:10][C:11]=1[CH:12]=[O:14]. The catalyst class is: 6. (4) Reactant: [CH2:1]([O:8][C:9]1[CH:14]=[CH:13][C:12]([C@@H:15]2[CH2:17][C@H:16]2[NH2:18])=[CH:11][CH:10]=1)[C:2]1[CH:7]=[CH:6][CH:5]=[CH:4][CH:3]=1.[C:19](=O)([O-:25])[O:20][C:21]([CH3:24])([CH3:23])[CH3:22]. Product: [CH2:1]([O:8][C:9]1[CH:10]=[CH:11][C:12]([C@@H:15]2[CH2:17][C@H:16]2[NH:18][C:19](=[O:25])[O:20][C:21]([CH3:24])([CH3:23])[CH3:22])=[CH:13][CH:14]=1)[C:2]1[CH:3]=[CH:4][CH:5]=[CH:6][CH:7]=1. The catalyst class is: 17. (5) Reactant: [F:1][C:2]1[CH:3]=[C:4]([C@:9]2([OH:17])[O:14][CH2:13][C@@H:12]([CH3:15])[NH:11][C@H:10]2[CH3:16])[CH:5]=[C:6]([F:8])[CH:7]=1.C(N(CC)CC)C.[NH2:25][S:26]([C:29]1[C:30]([Cl:47])=[CH:31][C:32]([NH:40][CH2:41][C:42]2[O:43][CH:44]=[CH:45][CH:46]=2)=[C:33]([CH:39]=1)[C:34]([O:36][CH2:37]Cl)=[O:35])(=[O:28])=[O:27]. Product: [NH2:25][S:26]([C:29]1[C:30]([Cl:47])=[CH:31][C:32]([NH:40][CH2:41][C:42]2[O:43][CH:44]=[CH:45][CH:46]=2)=[C:33]([CH:39]=1)[C:34]([O:36][CH2:37][N:11]1[C@H:12]([CH3:15])[CH2:13][O:14][C@:9]([C:4]2[CH:3]=[C:2]([F:1])[CH:7]=[C:6]([F:8])[CH:5]=2)([OH:17])[C@@H:10]1[CH3:16])=[O:35])(=[O:27])=[O:28]. The catalyst class is: 10.